This data is from Reaction yield outcomes from USPTO patents with 853,638 reactions. The task is: Predict the reaction yield, written as a fraction of the theoretical maximum amount of product (1.0 means a 100% yield; for example, 0.34 means a 34% yield). (1) The reactants are [CH3:1][C:2]([CH3:31])([O:4][C:5](=[O:30])[NH:6][C:7](=[N:16][C:17]1[CH:18]=[C:19]([CH:27]=[CH:28][CH:29]=1)[C:20]([NH:22][CH2:23][C:24](O)=[O:25])=[O:21])[NH:8][C:9](=[O:15])[O:10][C:11]([CH3:14])([CH3:13])[CH3:12])[CH3:3].[NH2:32][C@H:33]([C:42]([NH:44][C:45]1[CH:50]=[CH:49][C:48]([O:51][CH2:52][CH2:53][NH:54][C:55]([O:57][C:58]([CH3:61])([CH3:60])[CH3:59])=[O:56])=[CH:47][CH:46]=1)=[O:43])[CH2:34][C:35]([O:37][C:38]([CH3:41])([CH3:40])[CH3:39])=[O:36]. No catalyst specified. The product is [C:58]([O:57][C:55]([NH:54][CH2:53][CH2:52][O:51][C:48]1[CH:47]=[CH:46][C:45]([NH:44][C:42](=[O:43])[C@@H:33]([NH:32][C:24](=[O:25])[CH2:23][NH:22][C:20](=[O:21])[C:19]2[CH:27]=[CH:28][CH:29]=[C:17]([N:16]=[C:7]([NH:6][C:5](=[O:30])[O:4][C:2]([CH3:31])([CH3:3])[CH3:1])[NH:8][C:9](=[O:15])[O:10][C:11]([CH3:14])([CH3:13])[CH3:12])[CH:18]=2)[CH2:34][C:35]([O:37][C:38]([CH3:40])([CH3:41])[CH3:39])=[O:36])=[CH:50][CH:49]=1)=[O:56])([CH3:61])([CH3:60])[CH3:59]. The yield is 0.970. (2) The reactants are [N+:1]([C:4]1[CH:5]=[N:6][CH:7]=[CH:8][C:9]=1[NH2:10])([O-:3])=[O:2].CC([O-])=O.[Na+].[Br:16]Br.C([O-])(O)=O.[Na+]. The catalyst is O.C(O)(=O)C. The product is [Br:16][C:8]1[CH:7]=[N:6][CH:5]=[C:4]([N+:1]([O-:3])=[O:2])[C:9]=1[NH2:10]. The yield is 0.870. (3) The reactants are [CH2:1]([NH:4][C:5]1[C:10]([NH2:11])=[C:9]([Cl:12])[N:8]=[CH:7][N:6]=1)[CH:2]=[CH2:3].[S:13]1[CH:17]=[CH:16][CH:15]=[C:14]1[C:18](Cl)=[O:19]. The catalyst is CN1C(=O)CCC1.O. The product is [CH2:1]([NH:4][C:5]1[C:10]([NH:11][C:18]([C:14]2[S:13][CH:17]=[CH:16][CH:15]=2)=[O:19])=[C:9]([Cl:12])[N:8]=[CH:7][N:6]=1)[CH:2]=[CH2:3]. The yield is 0.880. (4) The reactants are [ClH:1].CCOCC.[F:7][C:8]1[CH:9]=[C:10]2[C:15](=[CH:16][CH:17]=1)[C:14]([CH2:18][N:19]1[C:25](=[O:26])[C@@H:24]([NH:27][C:28](=[O:40])[C@@H:29]([N:31](C)[C:32](=O)OC(C)(C)C)[CH3:30])[CH2:23][CH2:22][C:21]3[CH:41]=[CH:42][CH:43]=[CH:44][C:20]1=3)=[C:13]([O:45][CH3:46])[CH:12]=[CH:11]2. The catalyst is CO. The product is [ClH:1].[F:7][C:8]1[CH:9]=[C:10]2[C:15](=[CH:16][CH:17]=1)[C:14]([CH2:18][N:19]1[C:25](=[O:26])[C@@H:24]([NH:27][C:28](=[O:40])[C@@H:29]([NH:31][CH3:32])[CH3:30])[CH2:23][CH2:22][C:21]3[CH:41]=[CH:42][CH:43]=[CH:44][C:20]1=3)=[C:13]([O:45][CH3:46])[CH:12]=[CH:11]2. The yield is 0.799. (5) The reactants are CC(C)([O-])C.[Na+].C1C=CC(P(C2C(C3C(P(C4C=CC=CC=4)C4C=CC=CC=4)=CC=C4C=3C=CC=C4)=C3C(C=CC=C3)=CC=2)C2C=CC=CC=2)=CC=1.Br[C:54]1[CH:55]=[C:56]2[C:61](=[CH:62][CH:63]=1)[N:60]=[CH:59][N:58]([C:64]1[CH:65]=[C:66]([NH:71][C:72]([C:74]3[N:78]([C:79]([CH3:82])([CH3:81])[CH3:80])[N:77]=[C:76]([CH3:83])[CH:75]=3)=[O:73])[CH:67]=[CH:68][C:69]=1[CH3:70])[C:57]2=[O:84].[NH:85]1[CH2:90][CH2:89][O:88][CH2:87][CH2:86]1. The catalyst is O1CCOCC1.C1C=CC(/C=C/C(/C=C/C2C=CC=CC=2)=O)=CC=1.C1C=CC(/C=C/C(/C=C/C2C=CC=CC=2)=O)=CC=1.C1C=CC(/C=C/C(/C=C/C2C=CC=CC=2)=O)=CC=1.[Pd].[Pd]. The product is [O:88]1[CH2:89][CH2:90][N:85]([C:54]2[CH:55]=[C:56]3[C:61](=[CH:62][CH:63]=2)[N:60]=[CH:59][N:58]([C:64]2[CH:65]=[C:66]([NH:71][C:72]([C:74]4[N:78]([C:79]([CH3:82])([CH3:81])[CH3:80])[N:77]=[C:76]([CH3:83])[CH:75]=4)=[O:73])[CH:67]=[CH:68][C:69]=2[CH3:70])[C:57]3=[O:84])[CH2:86][CH2:87]1. The yield is 0.750. (6) The reactants are [Cl:1][C:2]1[CH:3]=[C:4]([NH:9][C:10]2[C:19]3[C:14](=[CH:15][N:16]=[C:17](F)[CH:18]=3)[N:13]=[CH:12][C:11]=2[C:21]#[N:22])[CH:5]=[CH:6][C:7]=1[F:8].[CH2:23]([NH2:30])[C:24]1[CH:29]=[CH:28][CH:27]=[CH:26][CH:25]=1. No catalyst specified. The product is [CH2:23]([NH:30][C:17]1[CH:18]=[C:19]2[C:14](=[CH:15][N:16]=1)[N:13]=[CH:12][C:11]([C:21]#[N:22])=[C:10]2[NH:9][C:4]1[CH:5]=[CH:6][C:7]([F:8])=[C:2]([Cl:1])[CH:3]=1)[C:24]1[CH:29]=[CH:28][CH:27]=[CH:26][CH:25]=1. The yield is 0.540.